Predict the reactants needed to synthesize the given product. From a dataset of Full USPTO retrosynthesis dataset with 1.9M reactions from patents (1976-2016). (1) Given the product [Cl:4][C:5]1[C:10]([O:11][CH3:12])=[CH:9][C:8]([CH2:13][S:2][CH3:1])=[CH:7][N:6]=1, predict the reactants needed to synthesize it. The reactants are: [CH3:1][S-:2].[Na+].[Cl:4][C:5]1[C:10]([O:11][CH3:12])=[CH:9][C:8]([CH2:13]Cl)=[CH:7][N:6]=1. (2) The reactants are: [F:1][C:2]1[CH:3]=[C:4]([NH:8][C:9]([C:11]2[NH:12][C:13]([C:16]3[C:24]4[C:19](=[CH:20][CH:21]=[C:22]([N+:25]([O-:27])=[O:26])[CH:23]=4)[NH:18][N:17]=3)=[CH:14][CH:15]=2)=[O:10])[CH:5]=[CH:6][CH:7]=1.[C:28]1(C)C=CC=CC=1. Given the product [F:1][C:2]1[CH:3]=[C:4]([NH:8][C:9]([C:11]2[NH:12][C:13]([C:16]3[C:24]4[C:19](=[CH:20][CH:21]=[C:22]([N+:25]([O-:27])=[O:26])[CH:23]=4)[N:18]([CH3:28])[N:17]=3)=[CH:14][CH:15]=2)=[O:10])[CH:5]=[CH:6][CH:7]=1, predict the reactants needed to synthesize it. (3) Given the product [CH3:49][C:43]1[CH:44]=[C:45]([CH3:48])[CH:46]=[CH:47][C:42]=1[CH2:41][NH:10][CH2:11][C@H:12]([NH:18][C:19](=[O:40])[CH2:20][C:21]([NH:22][C:23]1[CH:28]=[C:27]([C:29]([F:30])([F:31])[F:32])[CH:26]=[C:25]([NH:33][C:34]([NH:36][CH2:37][CH3:38])=[O:35])[CH:24]=1)=[O:39])[C@@H:13]([OH:17])[CH2:14][CH2:15][CH3:16], predict the reactants needed to synthesize it. The reactants are: C(OC(=O)[N:10]([CH2:41][C:42]1[CH:47]=[CH:46][C:45]([CH3:48])=[CH:44][C:43]=1[CH3:49])[CH2:11][C@H:12]([NH:18][C:19](=[O:40])[CH2:20][C:21](=[O:39])[NH:22][C:23]1[CH:28]=[C:27]([C:29]([F:32])([F:31])[F:30])[CH:26]=[C:25]([NH:33][C:34]([NH:36][CH2:37][CH3:38])=[O:35])[CH:24]=1)[C@@H:13]([OH:17])[CH2:14][CH2:15][CH3:16])C1C=CC=CC=1.